This data is from Catalyst prediction with 721,799 reactions and 888 catalyst types from USPTO. The task is: Predict which catalyst facilitates the given reaction. Reactant: [C:1]([O:5][CH2:6][C@H:7]([NH:11][C:12](=[O:34])[C:13]1[CH:18]=[CH:17][C:16]([O:19][CH3:20])=[C:15](/[CH:21]=[CH:22]/[C:23]2[CH:28]=[CH:27][C:26]([O:29][C:30]([F:33])([F:32])[F:31])=[CH:25][CH:24]=2)[CH:14]=1)[C:8](O)=[O:9])([CH3:4])([CH3:3])[CH3:2].[OH:35][CH2:36][CH2:37][NH2:38].O.N1(O)C2C=CC=CC=2N=N1.Cl.CN(C)CCCN=C=NCC. Product: [C:1]([O:5][CH2:6][C@H:7]([NH:11][C:12](=[O:34])[C:13]1[CH:18]=[CH:17][C:16]([O:19][CH3:20])=[C:15](/[CH:21]=[CH:22]/[C:23]2[CH:24]=[CH:25][C:26]([O:29][C:30]([F:31])([F:32])[F:33])=[CH:27][CH:28]=2)[CH:14]=1)[C:8](=[O:9])[NH:38][CH2:37][CH2:36][OH:35])([CH3:4])([CH3:2])[CH3:3]. The catalyst class is: 9.